Dataset: Peptide-MHC class I binding affinity with 185,985 pairs from IEDB/IMGT. Task: Regression. Given a peptide amino acid sequence and an MHC pseudo amino acid sequence, predict their binding affinity value. This is MHC class I binding data. (1) The binding affinity (normalized) is 0.212. The peptide sequence is RGETYGRL. The MHC is Mamu-B03 with pseudo-sequence Mamu-B03. (2) The peptide sequence is IASILSLET. The MHC is HLA-A68:02 with pseudo-sequence HLA-A68:02. The binding affinity (normalized) is 0.172.